Dataset: Peptide-MHC class I binding affinity with 185,985 pairs from IEDB/IMGT. Task: Regression. Given a peptide amino acid sequence and an MHC pseudo amino acid sequence, predict their binding affinity value. This is MHC class I binding data. (1) The peptide sequence is KFTILEYLY. The MHC is HLA-A03:01 with pseudo-sequence HLA-A03:01. The binding affinity (normalized) is 0.181. (2) The peptide sequence is FRQVCHTTVPW. The MHC is Mamu-B03 with pseudo-sequence Mamu-B03. The binding affinity (normalized) is 0.340.